This data is from Full USPTO retrosynthesis dataset with 1.9M reactions from patents (1976-2016). The task is: Predict the reactants needed to synthesize the given product. (1) Given the product [Cl:6][CH2:7][CH2:8][O:9][CH2:10][CH2:11][O:12][CH2:13][C:14]([OH:18])=[O:15], predict the reactants needed to synthesize it. The reactants are: OS(O)(=O)=O.[Cl:6][CH2:7][CH2:8][O:9][CH2:10][CH2:11][O:12][CH2:13][CH2:14][OH:15].CC(C)=[O:18].OS(O)(=O)=O.O=[Cr](=O)=O. (2) Given the product [C:1]1([C:7]2[CH:12]=[C:11]([CH:13]3[CH2:18][C:17](=[O:19])[N:16]([CH3:20])[C:15](=[O:21])[CH2:14]3)[CH:10]=[CH:9][C:8]=2[NH:22][C:23]([C:25]2[NH:26][CH:27]=[C:28]([C:30]#[N:31])[N:29]=2)=[O:24])[CH2:6][CH2:5][CH2:4][CH2:3][CH:2]=1, predict the reactants needed to synthesize it. The reactants are: [C:1]1([C:7]2[CH:12]=[C:11]([CH:13]3[CH2:18][C:17](=[O:19])[N:16]([CH3:20])[C:15](=[O:21])[CH2:14]3)[CH:10]=[CH:9][C:8]=2[NH:22][C:23]([C:25]2[N:26](COCC[Si](C)(C)C)[CH:27]=[C:28]([C:30]#[N:31])[N:29]=2)=[O:24])[CH2:6][CH2:5][CH2:4][CH2:3][CH:2]=1.CO.C(O)(C(F)(F)F)=O.